Dataset: Reaction yield outcomes from USPTO patents with 853,638 reactions. Task: Predict the reaction yield, written as a fraction of the theoretical maximum amount of product (1.0 means a 100% yield; for example, 0.34 means a 34% yield). The reactants are [NH2:1][C:2]1[C:7]2[O:8][CH2:9][O:10][C:6]=2[C:5]([C:11]([OH:13])=O)=[CH:4][C:3]=1[Cl:14].C([N:17]1[CH:21]=[CH:20][N:19]=[CH:18]1)([N:17]1[CH:21]=[CH:20][N:19]=[CH:18]1)=O. The catalyst is C(#N)C. The product is [NH2:1][C:2]1[C:7]2[O:8][CH2:9][O:10][C:6]=2[C:5]([C:11]([N:17]2[CH:21]=[CH:20][N:19]=[CH:18]2)=[O:13])=[CH:4][C:3]=1[Cl:14]. The yield is 0.750.